From a dataset of hERG potassium channel inhibition data for cardiac toxicity prediction from Karim et al.. Regression/Classification. Given a drug SMILES string, predict its toxicity properties. Task type varies by dataset: regression for continuous values (e.g., LD50, hERG inhibition percentage) or binary classification for toxic/non-toxic outcomes (e.g., AMES mutagenicity, cardiotoxicity, hepatotoxicity). Dataset: herg_karim. (1) The drug is COc1cc2nnc(C(N)=O)c(Nc3ccc(C)cc3F)c2cc1N1CCN(C)CC1. The result is 0 (non-blocker). (2) The drug is CNc1nc(NCCCN(C)C)c2sc(-c3ccc(OC(F)(F)F)cc3)cc2n1. The result is 1 (blocker). (3) The drug is CC(C)N1CCN([C@H]2CCc3ccc(OCc4noc(-c5ccc(Cl)cc5)n4)cc32)CC1. The result is 1 (blocker). (4) The compound is O=C(c1ccc(F)cc1)C1CC[N+](CCn2c(=O)[nH]c3ccccc3c2=O)CC1. The result is 1 (blocker). (5) The drug is COc1ccc([C@@]23C[C@@H]2CN(CCCSc2nnc(-c4cccc5nc(C)ccc45)n2C)C3)cc1. The result is 1 (blocker). (6) The drug is Cc1ccc(C(=O)NC2CCc3ccc(CCN4CCN(c5nsc6ccccc56)CC4)cc32)cc1. The result is 1 (blocker). (7) The molecule is CC(=O)N1CCN(Cc2ccc3c(c2)CCC(N2CCN(CCc4ccc(F)cc4)CC2=O)C3)CC1. The result is 0 (non-blocker). (8) The drug is Oc1ccc(F)cc1-c1nc(N[C@H]2CCNC2)c2ccccc2n1. The result is 1 (blocker).